Dataset: Forward reaction prediction with 1.9M reactions from USPTO patents (1976-2016). Task: Predict the product of the given reaction. (1) Given the reactants [CH2:1]([O:8][CH2:9][CH2:10][C@@H:11]([C:20]([OH:22])=[O:21])[NH:12][C:13]([O:15][C:16]([CH3:19])([CH3:18])[CH3:17])=[O:14])[C:2]1[CH:7]=[CH:6][CH:5]=[CH:4][CH:3]=1.[CH3:23][Si](C=[N+]=[N-])(C)C.CCCCCC, predict the reaction product. The product is: [CH2:1]([O:8][CH2:9][CH2:10][C@@H:11]([C:20]([O:22][CH3:23])=[O:21])[NH:12][C:13]([O:15][C:16]([CH3:17])([CH3:18])[CH3:19])=[O:14])[C:2]1[CH:3]=[CH:4][CH:5]=[CH:6][CH:7]=1. (2) Given the reactants [CH3:1][N:2]([CH3:37])[CH2:3][CH2:4][N:5]([CH2:35][CH3:36])[C:6]1[N:11]=[C:10]([C:12]2[CH:17]=[CH:16][CH:15]=[CH:14][CH:13]=2)[N:9]=[C:8]([C:18]([NH:20][C:21]2[CH:26]=[CH:25][CH:24]=[CH:23][C:22]=2[C:27]2[S:28][C:29]([CH2:32][CH2:33][CH3:34])=[N:30][N:31]=2)=[O:19])[CH:7]=1.Cl[C:39]1N=C(C2C=CC=CC=2)N=C(C(NC2C=CC=CC=2C2SC(CCC)=NN=2)=O)C=1, predict the reaction product. The product is: [CH3:37][N:2]([CH3:1])[CH2:3][CH2:4][N:5]([CH2:35][CH3:36])[C:6]1[N:11]=[C:10]([C:12]2[CH:17]=[CH:16][CH:15]=[CH:14][CH:13]=2)[N:9]=[C:8]([C:18]([NH:20][C:21]2[CH:26]=[CH:25][CH:24]=[CH:23][C:22]=2[C:27]2[S:28][C:29]([CH2:32][CH:33]([CH3:39])[CH3:34])=[N:30][N:31]=2)=[O:19])[CH:7]=1. (3) The product is: [CH3:26][N:8]([C:6]1[CH:5]=[CH:4][N:3]=[C:2]([NH:34][C:32]2[CH:31]=[N:30][N:29]([CH3:28])[CH:33]=2)[N:7]=1)[CH:9]1[CH2:25][CH2:24][C:12]2([CH2:16][N:15]([C:17]([O:19][C:20]([CH3:23])([CH3:22])[CH3:21])=[O:18])[CH2:14][CH2:13]2)[CH2:11][CH2:10]1. Given the reactants Cl[C:2]1[N:7]=[C:6]([N:8]([CH3:26])[CH:9]2[CH2:25][CH2:24][C:12]3([CH2:16][N:15]([C:17]([O:19][C:20]([CH3:23])([CH3:22])[CH3:21])=[O:18])[CH2:14][CH2:13]3)[CH2:11][CH2:10]2)[CH:5]=[CH:4][N:3]=1.Cl.[CH3:28][N:29]1[CH:33]=[C:32]([NH2:34])[CH:31]=[N:30]1.CCN(C(C)C)C(C)C, predict the reaction product. (4) Given the reactants [CH3:1][C:2]1[O:6][C:5]([C:7]2[CH:12]=[CH:11][CH:10]=[CH:9][CH:8]=2)=[N:4][C:3]=1[CH2:13][O:14][C:15]1[CH:38]=[CH:37][C:18]([CH2:19][C:20]2[O:21][C:22]([CH2:31][CH2:32][C:33]([O:35]C)=[O:34])=[C:23]([C:25]3[CH:30]=[CH:29][CH:28]=[CH:27][CH:26]=3)[N:24]=2)=[CH:17][CH:16]=1.O.[OH-].[Li+].O1CCCC1.Cl, predict the reaction product. The product is: [CH3:1][C:2]1[O:6][C:5]([C:7]2[CH:8]=[CH:9][CH:10]=[CH:11][CH:12]=2)=[N:4][C:3]=1[CH2:13][O:14][C:15]1[CH:16]=[CH:17][C:18]([CH2:19][C:20]2[O:21][C:22]([CH2:31][CH2:32][C:33]([OH:35])=[O:34])=[C:23]([C:25]3[CH:26]=[CH:27][CH:28]=[CH:29][CH:30]=3)[N:24]=2)=[CH:37][CH:38]=1. (5) Given the reactants [CH2:1]([O:3][C:4](=[O:26])[CH2:5][C:6]1[CH:7]=[N:8][CH:9]=[C:10]([C:12]2[CH:17]=[CH:16][C:15]([C:18]([F:21])([F:20])[F:19])=[CH:14][C:13]=2[CH2:22][NH:23][CH2:24][CH3:25])[CH:11]=1)[CH3:2].[S:27](Cl)([C:30]1[C:42]2[CH:41]=[CH:40][CH:39]=[C:35]([N:36]([CH3:38])[CH3:37])[C:34]=2[CH:33]=[CH:32][CH:31]=1)(=[O:29])=[O:28], predict the reaction product. The product is: [CH2:1]([O:3][C:4](=[O:26])[CH2:5][C:6]1[CH:7]=[N:8][CH:9]=[C:10]([C:12]2[CH:17]=[CH:16][C:15]([C:18]([F:19])([F:21])[F:20])=[CH:14][C:13]=2[CH2:22][N:23]([S:27]([C:30]2[C:42]3[C:34](=[C:35]([N:36]([CH3:38])[CH3:37])[CH:39]=[CH:40][CH:41]=3)[CH:33]=[CH:32][CH:31]=2)(=[O:29])=[O:28])[CH2:24][CH3:25])[CH:11]=1)[CH3:2]. (6) Given the reactants [Br:1][C:2]1[N:7]=[C:6]([NH2:8])[C:5]([CH3:9])=[CH:4][CH:3]=1.Cl[CH2:11][CH:12]=O, predict the reaction product. The product is: [Br:1][C:2]1[N:7]2[CH:11]=[CH:12][N:8]=[C:6]2[C:5]([CH3:9])=[CH:4][CH:3]=1. (7) Given the reactants Cl[C:2]1[C:11]2[C:6](=[CH:7][N:8]=[C:9](F)[CH:10]=2)[N:5]=[CH:4][C:3]=1[C:13]#[N:14].[F:15][C:16]([F:26])([F:25])[O:17][C:18]1[CH:19]=[C:20]([CH:22]=[CH:23][CH:24]=1)[NH2:21].[NH2:27][CH2:28][C:29]1[CH:30]=[N:31][CH:32]=[CH:33][CH:34]=1, predict the reaction product. The product is: [N:31]1[CH:32]=[CH:33][CH:34]=[C:29]([CH2:28][NH:27][C:9]2[CH:10]=[C:11]3[C:6](=[CH:7][N:8]=2)[N:5]=[CH:4][C:3]([C:13]#[N:14])=[C:2]3[NH:21][C:20]2[CH:22]=[CH:23][CH:24]=[C:18]([O:17][C:16]([F:25])([F:26])[F:15])[CH:19]=2)[CH:30]=1. (8) Given the reactants [C:1]([O:5][C:6]([N:8]1[CH2:13][CH:12]=[C:11]([C:14]2[C:22]3[S:21][C:20]([NH:23][C:24](=[O:33])[C:25]4[CH:30]=[CH:29][C:28]([CH2:31]Cl)=[CH:27][CH:26]=4)=[N:19][C:18]=3[C:17]([O:34][CH3:35])=[CH:16][CH:15]=2)[CH2:10][CH2:9]1)=[O:7])([CH3:4])([CH3:3])[CH3:2].[CH3:36][O:37][CH2:38][CH2:39][NH:40][CH3:41], predict the reaction product. The product is: [C:1]([O:5][C:6]([N:8]1[CH2:13][CH:12]=[C:11]([C:14]2[C:22]3[S:21][C:20]([NH:23][C:24](=[O:33])[C:25]4[CH:30]=[CH:29][C:28]([CH2:31][N:40]([CH2:39][CH2:38][O:37][CH3:36])[CH3:41])=[CH:27][CH:26]=4)=[N:19][C:18]=3[C:17]([O:34][CH3:35])=[CH:16][CH:15]=2)[CH2:10][CH2:9]1)=[O:7])([CH3:4])([CH3:3])[CH3:2]. (9) Given the reactants [NH2:1][C@H:2]([C:6]([OH:8])=[O:7])[C@H:3]([CH3:5])[OH:4].C([O-])(O)=O.[Na+].O.[CH3:15][C:16]([O:19][C:20](O[C:20]([O:19][C:16]([CH3:18])([CH3:17])[CH3:15])=[O:21])=[O:21])([CH3:18])[CH3:17], predict the reaction product. The product is: [C:20]([NH:1][C@H:2]([C:6]([OH:8])=[O:7])[C@H:3]([CH3:5])[OH:4])([O:19][C:16]([CH3:18])([CH3:17])[CH3:15])=[O:21]. (10) The product is: [OH:1][C:2]1[CH:11]=[C:10]2[C:5]([CH:6]=[C:7]([CH3:31])[C:8]([C:24]3[CH:25]=[CH:26][C:27]([OH:30])=[CH:28][CH:29]=3)=[C:9]2[O:12][C:13]2[CH:14]=[CH:15][C:16]([CH2:19][CH2:20][C:21]([OH:23])=[O:22])=[CH:17][CH:18]=2)=[CH:4][CH:3]=1. Given the reactants [OH:1][C:2]1[CH:11]=[C:10]2[C:5]([CH:6]=[C:7]([CH3:31])[C:8]([C:24]3[CH:29]=[CH:28][C:27]([OH:30])=[CH:26][CH:25]=3)=[C:9]2[O:12][C:13]2[CH:18]=[CH:17][C:16](/[CH:19]=[CH:20]/[C:21]([OH:23])=[O:22])=[CH:15][CH:14]=2)=[CH:4][CH:3]=1, predict the reaction product.